Dataset: Catalyst prediction with 721,799 reactions and 888 catalyst types from USPTO. Task: Predict which catalyst facilitates the given reaction. Reactant: [NH:1]([C:31]([O:33][CH2:34][C:35]1[CH:40]=[CH:39][CH:38]=[CH:37][CH:36]=1)=[O:32])[C@H:2]([C:6]([NH:8][C@H:9]([C:13]([N:15]([CH3:30])[C@H:16]([C:20](N1CCC[C@H]1C(O)=O)=[O:21])[CH:17]([CH3:19])[CH3:18])=[O:14])[CH:10]([CH3:12])[CH3:11])=[O:7])[CH:3]([CH3:5])[CH3:4].[NH:41]1[CH2:51][CH2:50][CH2:49][C@H:42]1[C:43]([NH:45][CH:46]([CH3:48])[CH3:47])=[O:44].CN1CC[O:56]CC1.C1C=C[C:62]2N(O)N=[N:65][C:63]=2[CH:64]=1.CCN=C=NC[CH2:75][CH2:76]N(C)C. Product: [NH:1]([C:31]([O:33][CH2:34][C:35]1[CH:40]=[CH:39][CH:38]=[CH:37][CH:36]=1)=[O:32])[C@H:2]([C:6]([NH:8][C@H:9]([C:13]([N:15]([CH3:30])[C@H:16]([C:20]([N:41]1[CH2:51][CH2:50][CH2:49][C@H:42]1[C:43]([N:45]1[CH2:76][CH2:75][CH2:48][C@H:46]1[C:47]([NH:65][CH:63]([CH3:64])[CH3:62])=[O:56])=[O:44])=[O:21])[CH:17]([CH3:19])[CH3:18])=[O:14])[CH:10]([CH3:11])[CH3:12])=[O:7])[CH:3]([CH3:4])[CH3:5]. The catalyst class is: 4.